Dataset: Forward reaction prediction with 1.9M reactions from USPTO patents (1976-2016). Task: Predict the product of the given reaction. Given the reactants F[C:2]1[N:7]2[CH:8]=[C:9]([CH2:11][N:12]([CH3:23])[C@@H:13]3[C:22]4[N:21]=[CH:20][CH:19]=[CH:18][C:17]=4[CH2:16][CH2:15][CH2:14]3)[N:10]=[C:6]2[CH:5]=[CH:4][CH:3]=1.[CH3:24][N:25]1[CH2:31][CH2:30][CH2:29][NH:28][CH2:27][CH2:26]1, predict the reaction product. The product is: [CH3:23][N:12]([CH2:11][C:9]1[N:10]=[C:6]2[CH:5]=[CH:4][CH:3]=[C:2]([N:28]3[CH2:29][CH2:30][CH2:31][N:25]([CH3:24])[CH2:26][CH2:27]3)[N:7]2[CH:8]=1)[C@@H:13]1[C:22]2[N:21]=[CH:20][CH:19]=[CH:18][C:17]=2[CH2:16][CH2:15][CH2:14]1.